From a dataset of Peptide-MHC class I binding affinity with 185,985 pairs from IEDB/IMGT. Regression. Given a peptide amino acid sequence and an MHC pseudo amino acid sequence, predict their binding affinity value. This is MHC class I binding data. (1) The peptide sequence is PPPPLQHPI. The MHC is HLA-A24:03 with pseudo-sequence HLA-A24:03. The binding affinity (normalized) is 0.0847. (2) The peptide sequence is DEGFHAATV. The MHC is HLA-A25:01 with pseudo-sequence HLA-A25:01. The binding affinity (normalized) is 0.0847.